From a dataset of Forward reaction prediction with 1.9M reactions from USPTO patents (1976-2016). Predict the product of the given reaction. (1) The product is: [N:17]1[CH:18]=[CH:19][CH:20]=[CH:21][C:16]=1[N:13]1[CH2:14][CH2:15][N:10]([C:6]2[CH:5]=[C:4]([NH2:1])[CH:9]=[CH:8][CH:7]=2)[CH2:11][CH2:12]1. Given the reactants [N+:1]([C:4]1[CH:5]=[C:6]([N:10]2[CH2:15][CH2:14][N:13]([C:16]3[CH:21]=[CH:20][CH:19]=[CH:18][N:17]=3)[CH2:12][CH2:11]2)[CH:7]=[CH:8][CH:9]=1)([O-])=O, predict the reaction product. (2) Given the reactants [Cl:1][C:2]1[C:7]([C:8]([OH:10])=O)=[CH:6][CH:5]=[C:4]([N:11]2[CH:15]=[CH:14][C:13]([O:16][CH2:17][C:18]([CH3:21])([CH3:20])[CH3:19])=[N:12]2)[N:3]=1.C1N=CN(C(N2C=NC=C2)=O)C=1.[NH2:34][C:35]1[C:40]([S:41]([NH2:44])(=[O:43])=[O:42])=[CH:39][CH:38]=[CH:37][N:36]=1.[H-].[Na+].C(O)(=O)C, predict the reaction product. The product is: [NH2:34][C:35]1[C:40]([S:41]([NH:44][C:8]([C:7]2[C:2]([Cl:1])=[N:3][C:4]([N:11]3[CH:15]=[CH:14][C:13]([O:16][CH2:17][C:18]([CH3:21])([CH3:20])[CH3:19])=[N:12]3)=[CH:5][CH:6]=2)=[O:10])(=[O:42])=[O:43])=[CH:39][CH:38]=[CH:37][N:36]=1. (3) Given the reactants [CH:1]1[CH:6]=[CH:5][CH:4]=[CH:3][CH:2]=1.[CH2:7]=[CH:8][CH2:9][CH2:10][CH2:11][CH2:12][CH2:13][CH3:14], predict the reaction product. The product is: [CH2:7]([C:1]1[CH:6]=[CH:5][CH:4]=[CH:3][CH:2]=1)[CH2:8][CH2:9][CH2:10][CH2:11][CH2:12][CH2:13][CH3:14]. (4) Given the reactants [CH2:1]=[CH:2][CH2:3][C:4](=[O:8])[CH2:5][CH:6]=[CH2:7].O.O.O.O.O.O.O.O.O.[S-2:18].[Na+].[Na+].C(=O)([O-])[O-].[K+].[K+], predict the reaction product. The product is: [CH3:7][CH:6]1[CH2:5][C:4](=[O:8])[CH2:3][CH:2]([CH3:1])[S:18]1. (5) Given the reactants [CH3:1][O:2][C:3]1[CH:4]=[CH:5][C:6]([CH2:15][CH:16]2[S:20][C:19](=[O:21])[NH:18][C:17]2=[O:22])=[C:7]2[C:12]=1[N:11]([CH3:13])[C:10](=[O:14])[CH:9]=[CH:8]2.Br[CH2:24][C:25]([O:27][CH3:28])=[O:26].C(=O)([O-])[O-].[K+].[K+].O, predict the reaction product. The product is: [CH3:28][O:27][C:25]([CH2:24][N:18]1[C:17](=[O:22])[CH:16]([CH2:15][C:6]2[CH:5]=[CH:4][C:3]([O:2][CH3:1])=[C:12]3[C:7]=2[CH:8]=[CH:9][C:10](=[O:14])[N:11]3[CH3:13])[S:20][C:19]1=[O:21])=[O:26]. (6) The product is: [N:14]([C:17](=[CH:5][C:4]1[CH:7]=[CH:8][CH:9]=[C:10]([CH3:11])[C:3]=1[O:2][CH3:1])[C:18]([O:20][CH3:21])=[O:19])=[N+:15]=[N-:16]. Given the reactants [CH3:1][O:2][C:3]1[C:10]([CH3:11])=[C:9](OC)[CH:8]=[CH:7][C:4]=1[CH:5]=O.[N:14]([CH2:17][C:18]([O:20][CH3:21])=[O:19])=[N+:15]=[N-:16].CO[Na].[Cl-].[NH4+], predict the reaction product. (7) Given the reactants [Cl:1][C:2]1[C:7]([S:8]([N:11]([CH3:27])[C:12]2[CH:13]=[CH:14][C:15]([CH3:26])=[C:16]3[C:20]=2[NH:19][C:18]([C:21]([O:23]CC)=[O:22])=[CH:17]3)(=[O:10])=[O:9])=[CH:6][CH:5]=[CH:4][N:3]=1.[OH-].[Na+].CO.C(O)(=O)CC(CC(O)=O)(C(O)=O)O, predict the reaction product. The product is: [Cl:1][C:2]1[C:7]([S:8]([N:11]([CH3:27])[C:12]2[CH:13]=[CH:14][C:15]([CH3:26])=[C:16]3[C:20]=2[NH:19][C:18]([C:21]([OH:23])=[O:22])=[CH:17]3)(=[O:10])=[O:9])=[CH:6][CH:5]=[CH:4][N:3]=1. (8) Given the reactants [NH2:1][C:2]1[CH:35]=[CH:34][C:5]([CH2:6][CH:7]2[CH2:11][CH2:10][C@H:9]([C@H:12]([O:19][Si:20]([C:23]([CH3:26])([CH3:25])[CH3:24])([CH3:22])[CH3:21])[C:13]3[CH:18]=[CH:17][CH:16]=[CH:15][CH:14]=3)[N:8]2[C:27]([O:29][C:30]([CH3:33])([CH3:32])[CH3:31])=[O:28])=[CH:4][CH:3]=1.[NH2:36][C:37]1[S:38][CH:39]=[C:40]([CH2:42][C:43](O)=[O:44])[N:41]=1.C1C=NC2N(O)N=NC=2C=1.C(Cl)CCl.CCN(C(C)C)C(C)C, predict the reaction product. The product is: [NH2:36][C:37]1[S:38][CH:39]=[C:40]([CH2:42][C:43]([NH:1][C:2]2[CH:3]=[CH:4][C:5]([CH2:6][CH:7]3[CH2:11][CH2:10][C@H:9]([C@H:12]([O:19][Si:20]([C:23]([CH3:26])([CH3:25])[CH3:24])([CH3:22])[CH3:21])[C:13]4[CH:18]=[CH:17][CH:16]=[CH:15][CH:14]=4)[N:8]3[C:27]([O:29][C:30]([CH3:33])([CH3:32])[CH3:31])=[O:28])=[CH:34][CH:35]=2)=[O:44])[N:41]=1. (9) Given the reactants [CH3:1][O:2][CH:3]([O:6]C)[CH:4]=[CH2:5].[CH3:8]C1C=CC(S(O)(=O)=O)=CC=1.O.CCN([CH2:25][CH3:26])CC, predict the reaction product. The product is: [CH3:8][CH2:1][O:2][CH:3]([O:6][CH2:25][CH3:26])[CH:4]=[CH2:5].